This data is from Forward reaction prediction with 1.9M reactions from USPTO patents (1976-2016). The task is: Predict the product of the given reaction. (1) Given the reactants Br[C:2]1[CH:3]=[C:4]([C:16](=[O:18])[CH3:17])[CH:5]=[CH:6][C:7]=1[O:8][CH2:9][C:10]1[CH:15]=[N:14][CH:13]=[CH:12][N:11]=1.CC1(C)C(C)(C)OB([C:27]2[CH:44]=[CH:43][C:30]3[CH2:31][CH2:32][N:33]([C:36]([O:38][C:39]([CH3:42])([CH3:41])[CH3:40])=[O:37])[CH2:34][CH2:35][C:29]=3[CH:28]=2)O1.C(=O)([O-])[O-].[Na+].[Na+], predict the reaction product. The product is: [C:16]([C:4]1[CH:5]=[CH:6][C:7]([O:8][CH2:9][C:10]2[CH:15]=[N:14][CH:13]=[CH:12][N:11]=2)=[C:2]([C:27]2[CH:44]=[CH:43][C:30]3[CH2:31][CH2:32][N:33]([C:36]([O:38][C:39]([CH3:40])([CH3:41])[CH3:42])=[O:37])[CH2:34][CH2:35][C:29]=3[CH:28]=2)[CH:3]=1)(=[O:18])[CH3:17]. (2) Given the reactants [CH3:1][CH:2]([CH3:22])[CH2:3][C@H:4]([N:8]1[CH2:12][C:11]([O:13][C:14]2[CH:19]=[CH:18][CH:17]=[CH:16][C:15]=2[CH3:20])=[CH:10][C:9]1=[O:21])[C:5]([OH:7])=O.[CH3:23][C:24]1([CH3:36])[O:28][C@H:27]([CH2:29][N:30]2[CH:34]=[CH:33][C:32]([NH2:35])=[N:31]2)[CH2:26][O:25]1.F[P-](F)(F)(F)(F)F.N1(O[P+](N(C)C)(N(C)C)N(C)C)C2C=CC=CC=2N=N1.C(N(CC)CC)C, predict the reaction product. The product is: [CH3:23][C:24]1([CH3:36])[O:28][C@H:27]([CH2:29][N:30]2[CH:34]=[CH:33][C:32]([NH:35][C:5](=[O:7])[C@@H:4]([N:8]3[CH2:12][C:11]([O:13][C:14]4[CH:19]=[CH:18][CH:17]=[CH:16][C:15]=4[CH3:20])=[CH:10][C:9]3=[O:21])[CH2:3][CH:2]([CH3:1])[CH3:22])=[N:31]2)[CH2:26][O:25]1. (3) Given the reactants [NH:1]1[CH:7]([CH2:8][C:9]([OH:11])=O)[C:5](=[O:6])[NH:4][C:2]1=[O:3].CN(C(ON1N=NC2C=CC=NC1=2)=[N+](C)C)C.F[P-](F)(F)(F)(F)F.N1C(C)=CC(C)=CC=1C.[Br:45][C:46]1[CH:52]=[C:51]([Br:53])[CH:50]=[CH:49][C:47]=1[NH2:48], predict the reaction product. The product is: [Br:45][C:46]1[CH:52]=[C:51]([Br:53])[CH:50]=[CH:49][C:47]=1[NH:48][C:9](=[O:11])[CH2:8][CH:7]1[C:5](=[O:6])[NH:4][C:2](=[O:3])[NH:1]1. (4) Given the reactants [F:1][C:2]([F:19])([F:18])[C:3]1[CH:8]=[CH:7][C:6]([C:9]2[N:10]=[C:11]([CH2:14][CH2:15][CH2:16][OH:17])[S:12][CH:13]=2)=[CH:5][CH:4]=1.[CH3:20][O:21][C:22](=[O:36])[CH2:23][O:24][C:25]1[CH:30]=[C:29]([CH:31]2[CH2:33][CH2:32]2)[C:28](O)=[CH:27][C:26]=1[CH3:35].C1(P(C2C=CC=CC=2)C2C=CC=CC=2)C=CC=CC=1.N(C(OCC)=O)=NC(OCC)=O, predict the reaction product. The product is: [CH3:20][O:21][C:22](=[O:36])[CH2:23][O:24][C:25]1[CH:30]=[C:29]([CH:31]2[CH2:33][CH2:32]2)[C:28]([O:17][CH2:16][CH2:15][CH2:14][C:11]2[S:12][CH:13]=[C:9]([C:6]3[CH:5]=[CH:4][C:3]([C:2]([F:1])([F:18])[F:19])=[CH:8][CH:7]=3)[N:10]=2)=[CH:27][C:26]=1[CH3:35]. (5) Given the reactants [Si:1]([O:8][C@H:9]1[CH2:13][N:12]([S:14]([C:17]2[CH:22]=[CH:21][C:20]([C:23]([F:26])([F:25])[F:24])=[CH:19][CH:18]=2)(=[O:16])=[O:15])[C@H:11]([CH:27]=[CH2:28])[CH2:10]1)([C:4]([CH3:7])([CH3:6])[CH3:5])([CH3:3])[CH3:2], predict the reaction product. The product is: [Si:1]([O:8][C@H:9]1[CH2:13][N:12]([S:14]([C:17]2[CH:18]=[CH:19][C:20]([C:23]([F:24])([F:25])[F:26])=[CH:21][CH:22]=2)(=[O:16])=[O:15])[C@H:11]([CH2:27][CH3:28])[CH2:10]1)([C:4]([CH3:7])([CH3:6])[CH3:5])([CH3:3])[CH3:2]. (6) Given the reactants [C:1]1([N:7]2[C:12](=[O:13])[C:11]3[S:14][CH:15]=[C:16]([C:17]4[CH:22]=[CH:21][CH:20]=[CH:19][CH:18]=4)[C:10]=3[N:9]=[CH:8]2)[CH:6]=[CH:5][CH:4]=[CH:3][CH:2]=1.NC1C(C2C=CC=CC=2)=CSC=1[C:35](OC)=[O:36].C(OCC)(OCC)OCC.COC1C(N)=CC=CC=1, predict the reaction product. The product is: [CH3:35][O:36][C:2]1[CH:3]=[CH:4][CH:5]=[CH:6][C:1]=1[N:7]1[C:12](=[O:13])[C:11]2[S:14][CH:15]=[C:16]([C:17]3[CH:18]=[CH:19][CH:20]=[CH:21][CH:22]=3)[C:10]=2[N:9]=[CH:8]1. (7) Given the reactants [O:1]=[C:2]1[NH:7][C:6]([CH2:8][NH:9][CH2:10][C:11]2[S:15][C:14]([C:16]#[N:17])=[CH:13][CH:12]=2)=[N:5][C:4]2[CH2:18][CH2:19][O:20][CH2:21][C:3]1=2.[F:22][C:23]1[CH:40]=[CH:39][C:26]([C:27]([CH:29]2[CH2:34][CH2:33][N:32]([CH2:35][C:36](O)=[O:37])[CH2:31][CH2:30]2)=[O:28])=[CH:25][CH:24]=1.CC#N.O, predict the reaction product. The product is: [C:16]([C:14]1[S:15][C:11]([CH2:10][N:9]([CH2:8][C:6]2[NH:7][C:2](=[O:1])[C:3]3[CH2:21][O:20][CH2:19][CH2:18][C:4]=3[N:5]=2)[C:36](=[O:37])[CH2:35][N:32]2[CH2:33][CH2:34][CH:29]([C:27](=[O:28])[C:26]3[CH:25]=[CH:24][C:23]([F:22])=[CH:40][CH:39]=3)[CH2:30][CH2:31]2)=[CH:12][CH:13]=1)#[N:17]. (8) Given the reactants [CH2:1]([O:3][C:4](=[O:29])[CH2:5][CH2:6][CH2:7][O:8][C:9]1[CH:14]=[CH:13][CH:12]=[C:11]([CH2:15][CH2:16][CH2:17][CH2:18][CH2:19][CH2:20]Br)[C:10]=1[CH2:22][CH2:23][C:24]([O:26][CH2:27][CH3:28])=[O:25])[CH3:2].[I:30][C:31]1[CH:32]=[C:33]([OH:42])[CH:34]=[C:35]([C:37]2[CH:41]=[CH:40][S:39][CH:38]=2)[CH:36]=1.C(=O)([O-])[O-].[K+].[K+].CN(C)C=O, predict the reaction product. The product is: [CH2:1]([O:3][C:4](=[O:29])[CH2:5][CH2:6][CH2:7][O:8][C:9]1[CH:14]=[CH:13][CH:12]=[C:11]([CH2:15][CH2:16][CH2:17][CH2:18][CH2:19][CH2:20][O:42][C:33]2[CH:34]=[C:35]([C:37]3[CH:41]=[CH:40][S:39][CH:38]=3)[CH:36]=[C:31]([I:30])[CH:32]=2)[C:10]=1[CH2:22][CH2:23][C:24]([O:26][CH2:27][CH3:28])=[O:25])[CH3:2]. (9) Given the reactants [F:1][C:2]1[C:15]([C:16]2[CH:17]=[N:18][N:19]([CH3:21])[CH:20]=2)=[CH:14][CH:13]=[CH:12][C:3]=1[CH2:4][CH2:5][O:6][CH2:7][CH2:8][C:9]([OH:11])=O.[CH3:22][O:23][CH:24]([O:33][CH3:34])[CH2:25][NH:26][CH:27]1[CH2:32][CH2:31][CH2:30][CH2:29][CH2:28]1, predict the reaction product. The product is: [CH:27]1([N:26]([CH2:25][CH:24]([O:33][CH3:34])[O:23][CH3:22])[C:9](=[O:11])[CH2:8][CH2:7][O:6][CH2:5][CH2:4][C:3]2[CH:12]=[CH:13][CH:14]=[C:15]([C:16]3[CH:17]=[N:18][N:19]([CH3:21])[CH:20]=3)[C:2]=2[F:1])[CH2:32][CH2:31][CH2:30][CH2:29][CH2:28]1.